This data is from NCI-60 drug combinations with 297,098 pairs across 59 cell lines. The task is: Regression. Given two drug SMILES strings and cell line genomic features, predict the synergy score measuring deviation from expected non-interaction effect. (1) Drug 1: CCN(CC)CCCC(C)NC1=C2C=C(C=CC2=NC3=C1C=CC(=C3)Cl)OC. Drug 2: C1CCC(C(C1)N)N.C(=O)(C(=O)[O-])[O-].[Pt+4]. Cell line: MALME-3M. Synergy scores: CSS=17.9, Synergy_ZIP=4.80, Synergy_Bliss=10.5, Synergy_Loewe=-4.78, Synergy_HSA=0.733. (2) Drug 1: C1CCC(C1)C(CC#N)N2C=C(C=N2)C3=C4C=CNC4=NC=N3. Drug 2: CCC(=C(C1=CC=CC=C1)C2=CC=C(C=C2)OCCN(C)C)C3=CC=CC=C3.C(C(=O)O)C(CC(=O)O)(C(=O)O)O. Cell line: MDA-MB-231. Synergy scores: CSS=5.67, Synergy_ZIP=-1.45, Synergy_Bliss=2.28, Synergy_Loewe=2.09, Synergy_HSA=1.81. (3) Drug 1: CC1C(C(CC(O1)OC2CC(OC(C2O)C)OC3=CC4=CC5=C(C(=O)C(C(C5)C(C(=O)C(C(C)O)O)OC)OC6CC(C(C(O6)C)O)OC7CC(C(C(O7)C)O)OC8CC(C(C(O8)C)O)(C)O)C(=C4C(=C3C)O)O)O)O. Drug 2: C#CCC(CC1=CN=C2C(=N1)C(=NC(=N2)N)N)C3=CC=C(C=C3)C(=O)NC(CCC(=O)O)C(=O)O. Cell line: SR. Synergy scores: CSS=57.6, Synergy_ZIP=-0.642, Synergy_Bliss=1.32, Synergy_Loewe=-0.623, Synergy_HSA=0.587. (4) Drug 1: CC1=C(C=C(C=C1)NC2=NC=CC(=N2)N(C)C3=CC4=NN(C(=C4C=C3)C)C)S(=O)(=O)N.Cl. Drug 2: CC1=CC2C(CCC3(C2CCC3(C(=O)C)OC(=O)C)C)C4(C1=CC(=O)CC4)C. Cell line: CCRF-CEM. Synergy scores: CSS=9.99, Synergy_ZIP=2.70, Synergy_Bliss=3.69, Synergy_Loewe=4.29, Synergy_HSA=3.84. (5) Drug 1: CN1C(=O)N2C=NC(=C2N=N1)C(=O)N. Drug 2: CC1=C(C=C(C=C1)C(=O)NC2=CC(=CC(=C2)C(F)(F)F)N3C=C(N=C3)C)NC4=NC=CC(=N4)C5=CN=CC=C5. Cell line: SK-OV-3. Synergy scores: CSS=-5.65, Synergy_ZIP=2.08, Synergy_Bliss=-2.15, Synergy_Loewe=-4.06, Synergy_HSA=-6.51. (6) Drug 2: C1=NNC2=C1C(=O)NC=N2. Synergy scores: CSS=41.9, Synergy_ZIP=-1.34, Synergy_Bliss=-3.75, Synergy_Loewe=-2.23, Synergy_HSA=-2.58. Drug 1: CCN(CC)CCNC(=O)C1=C(NC(=C1C)C=C2C3=C(C=CC(=C3)F)NC2=O)C. Cell line: KM12. (7) Drug 1: C1=NC2=C(N1)C(=S)N=C(N2)N. Drug 2: C1=NC2=C(N=C(N=C2N1C3C(C(C(O3)CO)O)O)F)N. Cell line: UACC-257. Synergy scores: CSS=24.2, Synergy_ZIP=3.61, Synergy_Bliss=2.57, Synergy_Loewe=-11.1, Synergy_HSA=1.48. (8) Drug 1: CC1=C(C=C(C=C1)NC2=NC=CC(=N2)N(C)C3=CC4=NN(C(=C4C=C3)C)C)S(=O)(=O)N.Cl. Drug 2: CS(=O)(=O)OCCCCOS(=O)(=O)C. Cell line: SF-295. Synergy scores: CSS=10.3, Synergy_ZIP=-3.97, Synergy_Bliss=-2.20, Synergy_Loewe=-0.981, Synergy_HSA=-0.829. (9) Drug 1: CC1=C2C(C(=O)C3(C(CC4C(C3C(C(C2(C)C)(CC1OC(=O)C(C(C5=CC=CC=C5)NC(=O)OC(C)(C)C)O)O)OC(=O)C6=CC=CC=C6)(CO4)OC(=O)C)OC)C)OC. Drug 2: CC12CCC3C(C1CCC2=O)CC(=C)C4=CC(=O)C=CC34C. Cell line: SW-620. Synergy scores: CSS=32.5, Synergy_ZIP=-5.32, Synergy_Bliss=-8.92, Synergy_Loewe=-8.87, Synergy_HSA=-7.45.